Dataset: Catalyst prediction with 721,799 reactions and 888 catalyst types from USPTO. Task: Predict which catalyst facilitates the given reaction. (1) Reactant: [C:1]([O:5][C:6](=[O:29])[NH:7][C@H:8]1[CH2:13][CH2:12][CH2:11][CH2:10][C@H:9]1[NH:14][C:15]1[N:16]=[CH:17][C:18]2[C:24]([CH:25]([F:27])[F:26])=[N:23][CH:22]=[C:21](I)[C:19]=2[N:20]=1)([CH3:4])([CH3:3])[CH3:2].CC1(C)C(C)(C)OB([C:38]2[C:46]3[C:41](=[CH:42][C:43]([C:47]([F:50])([F:49])[F:48])=[CH:44][CH:45]=3)[N:40]([S:51]([C:54]3[CH:59]=[CH:58][C:57]([CH3:60])=[CH:56][CH:55]=3)(=[O:53])=[O:52])[CH:39]=2)O1.C1(P(C2CCCCC2)C2C=CC=CC=2C2C(OC)=CC=CC=2OC)CCCCC1.C(=O)([O-])[O-].[K+].[K+].COCCOC.O. Product: [C:1]([O:5][C:6](=[O:29])[NH:7][C@H:8]1[CH2:13][CH2:12][CH2:11][CH2:10][C@H:9]1[NH:14][C:15]1[N:16]=[CH:17][C:18]2[C:24]([CH:25]([F:27])[F:26])=[N:23][CH:22]=[C:21]([C:38]3[C:46]4[C:41](=[CH:42][C:43]([C:47]([F:49])([F:48])[F:50])=[CH:44][CH:45]=4)[N:40]([S:51]([C:54]4[CH:59]=[CH:58][C:57]([CH3:60])=[CH:56][CH:55]=4)(=[O:53])=[O:52])[CH:39]=3)[C:19]=2[N:20]=1)([CH3:4])([CH3:3])[CH3:2]. The catalyst class is: 167. (2) Reactant: [CH:1]1([N:6]2[CH2:11][CH2:10][N:9]([C:12]([C:14]3[CH:15]=[C:16]4[C:20](=[CH:21][CH:22]=3)[NH:19][C:18]([C:23]([OH:25])=O)=[CH:17]4)=[O:13])[CH2:8][CH2:7]2)[CH2:5][CH2:4][CH2:3][CH2:2]1.Cl.F[B-](F)(F)F.N1([O:41]C(N(C)C)=[N+](C)C)C2C=CC=CC=2N=N1.F[CH:50]1[CH2:55][CH:54](F)[CH2:53][CH2:52][NH:51]1.C(N(CC)C(C)C)(C)C. Product: [CH:1]1([N:6]2[CH2:11][CH2:10][N:9]([C:12]([C:14]3[CH:15]=[C:16]4[C:20](=[CH:21][CH:22]=3)[NH:19][C:18]([C:23]([N:51]3[CH2:52][CH2:53][CH:54]([OH:41])[CH2:55][CH2:50]3)=[O:25])=[CH:17]4)=[O:13])[CH2:8][CH2:7]2)[CH2:5][CH2:4][CH2:3][CH2:2]1. The catalyst class is: 9.